Task: Predict which catalyst facilitates the given reaction.. Dataset: Catalyst prediction with 721,799 reactions and 888 catalyst types from USPTO Reactant: [OH-].[Na+].C(O[C:6]([C:8](C)([C:17](=[O:19])[CH3:18])[CH2:9][CH2:10][CH2:11][CH2:12][S:13]([OH:16])(=[O:15])=[O:14])=O)C. Product: [CH3:6][CH:8]([C:17](=[O:19])[CH3:18])[CH2:9][CH2:10][CH2:11][CH2:12][S:13]([OH:16])(=[O:14])=[O:15]. The catalyst class is: 72.